This data is from Peptide-MHC class I binding affinity with 185,985 pairs from IEDB/IMGT. The task is: Regression. Given a peptide amino acid sequence and an MHC pseudo amino acid sequence, predict their binding affinity value. This is MHC class I binding data. (1) The peptide sequence is KINAWIKVV. The MHC is HLA-A68:02 with pseudo-sequence HLA-A68:02. The binding affinity (normalized) is 0. (2) The peptide sequence is ETTNWLWAF. The MHC is HLA-A32:15 with pseudo-sequence HLA-A32:15. The binding affinity (normalized) is 0.699. (3) The peptide sequence is KCMRTFFGWK. The MHC is HLA-A33:01 with pseudo-sequence HLA-A33:01. The binding affinity (normalized) is 0.125. (4) The peptide sequence is DIEITCVYC. The MHC is HLA-A01:01 with pseudo-sequence HLA-A01:01. The binding affinity (normalized) is 0.425. (5) The peptide sequence is ACISSEATTPV. The MHC is Patr-A0901 with pseudo-sequence Patr-A0901. The binding affinity (normalized) is 0.501. (6) The peptide sequence is KYMLKHVVW. The MHC is Mamu-B17 with pseudo-sequence Mamu-B17. The binding affinity (normalized) is 0.134. (7) The peptide sequence is RIPVIVADD. The MHC is H-2-Db with pseudo-sequence H-2-Db. The binding affinity (normalized) is 0.